Dataset: NCI-60 drug combinations with 297,098 pairs across 59 cell lines. Task: Regression. Given two drug SMILES strings and cell line genomic features, predict the synergy score measuring deviation from expected non-interaction effect. (1) Drug 1: CC1=C2C(C(=O)C3(C(CC4C(C3C(C(C2(C)C)(CC1OC(=O)C(C(C5=CC=CC=C5)NC(=O)OC(C)(C)C)O)O)OC(=O)C6=CC=CC=C6)(CO4)OC(=O)C)OC)C)OC. Drug 2: COC1=NC(=NC2=C1N=CN2C3C(C(C(O3)CO)O)O)N. Cell line: NCI/ADR-RES. Synergy scores: CSS=4.38, Synergy_ZIP=-0.134, Synergy_Bliss=4.10, Synergy_Loewe=-5.07, Synergy_HSA=1.01. (2) Drug 1: C1=CC(=CC=C1CC(C(=O)O)N)N(CCCl)CCCl.Cl. Drug 2: CC1CCC2CC(C(=CC=CC=CC(CC(C(=O)C(C(C(=CC(C(=O)CC(OC(=O)C3CCCCN3C(=O)C(=O)C1(O2)O)C(C)CC4CCC(C(C4)OC)OCCO)C)C)O)OC)C)C)C)OC. Cell line: SF-295. Synergy scores: CSS=44.2, Synergy_ZIP=1.25, Synergy_Bliss=3.31, Synergy_Loewe=0.979, Synergy_HSA=7.94. (3) Drug 1: C1C(C(OC1N2C=C(C(=O)NC2=O)F)CO)O. Drug 2: CS(=O)(=O)CCNCC1=CC=C(O1)C2=CC3=C(C=C2)N=CN=C3NC4=CC(=C(C=C4)OCC5=CC(=CC=C5)F)Cl. Cell line: COLO 205. Synergy scores: CSS=33.4, Synergy_ZIP=0.367, Synergy_Bliss=0.332, Synergy_Loewe=-16.9, Synergy_HSA=0.545.